Task: Predict which catalyst facilitates the given reaction.. Dataset: Catalyst prediction with 721,799 reactions and 888 catalyst types from USPTO (1) Reactant: C([O:8][C:9]1[CH:14]=[CH:13][C:12]([C:15]#[C:16][C:17]2[CH:22]=[CH:21][C:20]([F:23])=[CH:19][CH:18]=2)=[CH:11][C:10]=1[N:24]1[S:28](=[O:30])(=[O:29])[NH:27][C:26](=[O:31])[CH2:25]1)C1C=CC=CC=1.B(Br)(Br)Br. Product: [F:23][C:20]1[CH:21]=[CH:22][C:17]([C:16]#[C:15][C:12]2[CH:13]=[CH:14][C:9]([OH:8])=[C:10]([N:24]3[S:28](=[O:30])(=[O:29])[NH:27][C:26](=[O:31])[CH2:25]3)[CH:11]=2)=[CH:18][CH:19]=1. The catalyst class is: 2. (2) Reactant: [F:1][C:2]1[CH:7]=[CH:6][CH:5]=[CH:4][C:3]=1[CH2:8][O:9][C:10]1[CH:15]=[CH:14][C:13]([C@@H:16]2[N:20]([C:21]([O:23][C:24]([CH3:27])([CH3:26])[CH3:25])=[O:22])[C@:19]([CH2:32][CH:33]=O)([C:28]([O:30][CH3:31])=[O:29])[CH2:18][CH2:17]2)=[CH:12][CH:11]=1.[CH3:35][NH2:36].CC(O)=O.[BH-](OC(C)=O)(OC(C)=O)OC(C)=O.[Na+]. Product: [F:1][C:2]1[CH:7]=[CH:6][CH:5]=[CH:4][C:3]=1[CH2:8][O:9][C:10]1[CH:15]=[CH:14][C:13]([C@@H:16]2[N:20]([C:21]([O:23][C:24]([CH3:27])([CH3:26])[CH3:25])=[O:22])[C@:19]([CH2:32][CH2:33][NH:36][CH3:35])([C:28]([O:30][CH3:31])=[O:29])[CH2:18][CH2:17]2)=[CH:12][CH:11]=1. The catalyst class is: 5. (3) Reactant: C([O:5][C:6](=[O:33])[CH2:7][N:8]1[C:12]2=[N:13][C:14]([C:17]([O:19][CH3:20])=[O:18])=[CH:15][CH:16]=[C:11]2[C:10]([CH:21]2[CH2:26][CH2:25][CH2:24][CH2:23][CH2:22]2)=[C:9]1[C:27]1[CH:32]=[CH:31][CH:30]=[CH:29][CH:28]=1)(C)(C)C. Product: [CH:21]1([C:10]2[C:11]3[C:12](=[N:13][C:14]([C:17]([O:19][CH3:20])=[O:18])=[CH:15][CH:16]=3)[N:8]([CH2:7][C:6]([OH:33])=[O:5])[C:9]=2[C:27]2[CH:32]=[CH:31][CH:30]=[CH:29][CH:28]=2)[CH2:22][CH2:23][CH2:24][CH2:25][CH2:26]1. The catalyst class is: 157. (4) Reactant: [H-].[Na+].[CH3:3][N:4]([CH3:8])[CH2:5][CH2:6][OH:7].F[C:10]1[CH:15]=[CH:14][C:13]([N+:16]([O-:18])=[O:17])=[CH:12][CH:11]=1. Product: [CH3:3][N:4]([CH3:8])[CH2:5][CH2:6][O:7][C:10]1[CH:15]=[CH:14][C:13]([N+:16]([O-:18])=[O:17])=[CH:12][CH:11]=1. The catalyst class is: 7. (5) Product: [CH2:9]([O:16][C:17]1[CH:18]=[CH:19][C:20]([O:23][CH2:2][CH2:3][CH2:4][C:5]([F:8])([F:7])[F:6])=[CH:21][CH:22]=1)[C:10]1[CH:11]=[CH:12][CH:13]=[CH:14][CH:15]=1. Reactant: I[CH2:2][CH2:3][CH2:4][C:5]([F:8])([F:7])[F:6].[CH2:9]([O:16][C:17]1[CH:22]=[CH:21][C:20]([OH:23])=[CH:19][CH:18]=1)[C:10]1[CH:15]=[CH:14][CH:13]=[CH:12][CH:11]=1.C(=O)([O-])[O-].[K+].[K+]. The catalyst class is: 37. (6) Reactant: [H-].[Na+].[CH2:3]([N:10]1[C@@H:15]2[C@@H:16]([C:18]([O:20][C:21]([CH3:24])([CH3:23])[CH3:22])=[O:19])[CH2:17][C@@:11]1([C:26]1[CH:31]=[CH:30][CH:29]=[CH:28][CH:27]=1)[C@H:12]([OH:25])[CH2:13][CH2:14]2)[C:4]1[CH:9]=[CH:8][CH:7]=[CH:6][CH:5]=1.[F:32][C:33]([F:47])([F:46])[C:34]1[CH:35]=[C:36]([CH:39]=[C:40]([C:42]([F:45])([F:44])[F:43])[CH:41]=1)[CH2:37]Br. Product: [CH2:3]([N:10]1[C@@H:15]2[C@@H:16]([C:18]([O:20][C:21]([CH3:24])([CH3:23])[CH3:22])=[O:19])[CH2:17][C@@:11]1([C:26]1[CH:27]=[CH:28][CH:29]=[CH:30][CH:31]=1)[C@H:12]([O:25][CH2:37][C:36]1[CH:39]=[C:40]([C:42]([F:44])([F:45])[F:43])[CH:41]=[C:34]([C:33]([F:32])([F:46])[F:47])[CH:35]=1)[CH2:13][CH2:14]2)[C:4]1[CH:5]=[CH:6][CH:7]=[CH:8][CH:9]=1. The catalyst class is: 9. (7) Reactant: [H-].[H-].[H-].[H-].[Li+].[Al+3].[CH2:7]([O:9][C:10]1[CH:15]=[CH:14][C:13]([CH:16]=[C:17]([N+:19]([O-])=O)[CH3:18])=[CH:12][C:11]=1[O:22][CH2:23][CH3:24])[CH3:8].O. Product: [CH2:23]([O:22][C:11]1[CH:12]=[C:13]([CH2:16][CH:17]([NH2:19])[CH3:18])[CH:14]=[CH:15][C:10]=1[O:9][CH2:7][CH3:8])[CH3:24]. The catalyst class is: 1. (8) Reactant: C(O)(=O)[C@@]1(CC[C@H](C(O)=O)C1(C)C)C.[CH3:15][N:16]1[CH2:21][CH2:20][CH2:19][CH2:18][C@H:17]1[CH2:22][CH2:23][C:24]1[CH:29]=[CH:28][CH:27]=[CH:26][C:25]=1[NH2:30].C(OC(C)C)(=O)C.[OH-].[Na+]. Product: [CH3:15][N:16]1[CH2:21][CH2:20][CH2:19][CH2:18][C@H:17]1[CH2:22][CH2:23][C:24]1[CH:29]=[CH:28][CH:27]=[CH:26][C:25]=1[NH2:30]. The catalyst class is: 6.